From a dataset of Drug-target binding data from BindingDB using Ki measurements. Regression. Given a target protein amino acid sequence and a drug SMILES string, predict the binding affinity score between them. We predict pKi (pKi = -log10(Ki in M); higher means stronger inhibition). Dataset: bindingdb_ki. (1) The compound is Cc1cc(-c2nncc3c(C(C)(C)C)c(OCc4ncnn4C)nn23)no1. The target protein (P34903) has sequence MIITQTSHCYMTSLGILFLINILPGTTGQGESRRQEPGDFVKQDIGGLSPKHAPDIPDDSTDNITIFTRILDRLLDGYDNRLRPGLGDAVTEVKTDIYVTSFGPVSDTDMEYTIDVFFRQTWHDERLKFDGPMKILPLNNLLASKIWTPDTFFHNGKKSVAHNMTTPNKLLRLVDNGTLLYTMRLTIHAECPMHLEDFPMDVHACPLKFGSYAYTTAEVVYSWTLGKNKSVEVAQDGSRLNQYDLLGHVVGTEIIRSSTGEYVVMTTHFHLKRKIGYFVIQTYLPCIMTVILSQVSFWLNRESVPARTVFGVTTVLTMTTLSISARNSLPKVAYATAMDWFIAVCYAFVFSALIEFATVNYFTKRSWAWEGKKVPEALEMKKKTPAAPAKKTSTTFNIVGTTYPINLAKDTEFSTISKGAAPSASSTPTIIASPKATYVQDSPTETKTYNSVSKVDKISRIIFPVLFAIFNLVYWATYVNRESAIKGMIRKQ. The pKi is 9.1. (2) The compound is COc1ccc2[nH]c(Br)c(CCNC(C)=O)c2c1. The target protein (P49286) has sequence MSENGSFANCCEAGGWAVRPGWSGAGSARPSRTPRPPWVAPALSAVLIVTTAVDVVGNLLVILSVLRNRKLRNAGNLFLVSLALADLVVAFYPYPLILVAIFYDGWALGEEHCKASAFVMGLSVIGSVFNITAIAINRYCYICHSMAYHRIYRRWHTPLHICLIWLLTVVALLPNFFVGSLEYDPRIYSCTFIQTASTQYTAAVVVIHFLLPIAVVSFCYLRIWVLVLQARRKAKPESRLCLKPSDLRSFLTMFVVFVIFAICWAPLNCIGLAVAINPQEMAPQIPEGLFVTSYLLAYFNSCLNAIVYGLLNQNFRREYKRILLALWNPRHCIQDASKGSHAEGLQSPAPPIIGVQHQADAL. The pKi is 9.6.